Predict the product of the given reaction. From a dataset of Forward reaction prediction with 1.9M reactions from USPTO patents (1976-2016). (1) Given the reactants [Cl:1][C:2]1[CH:18]=[CH:17][C:5]2[CH2:6][CH2:7][N:8]([C:11](=[O:16])[C:12]([F:15])([F:14])[F:13])[CH2:9][CH2:10][C:4]=2[C:3]=1OS(C(F)(F)F)(=O)=O.[NH2:27][CH2:28][C:29]1[CH:34]=[CH:33][C:32]([C:35]2[N:36]=[C:37]([NH:40][CH2:41][CH:42]3[CH2:44][CH2:43]3)[S:38][CH:39]=2)=[CH:31][N:30]=1, predict the reaction product. The product is: [Cl:1][C:2]1[CH:18]=[CH:17][C:5]2[CH2:6][CH2:7][N:8]([C:11](=[O:16])[C:12]([F:15])([F:14])[F:13])[CH2:9][CH2:10][C:4]=2[C:3]=1[NH:27][CH2:28][C:29]1[CH:34]=[CH:33][C:32]([C:35]2[N:36]=[C:37]([NH:40][CH2:41][CH:42]3[CH2:44][CH2:43]3)[S:38][CH:39]=2)=[CH:31][N:30]=1. (2) Given the reactants C([O:8][C:9]1[CH:14]=[CH:13][C:12]([CH:15]([C:38]2[CH:43]=[CH:42][CH:41]=[CH:40][CH:39]=2)[NH:16][C:17](=[O:37])[CH2:18][C:19]2[CH:20]=[CH:21][C:22]3[O:26][C:25]([CH:27]([C:29]4[C:30]([CH3:35])=[N:31][O:32][C:33]=4[CH3:34])[OH:28])=[CH:24][C:23]=3[CH:36]=2)=[C:11]([CH3:44])[CH:10]=1)C1C=CC=CC=1, predict the reaction product. The product is: [CH3:35][C:30]1[C:29]([CH:27]([OH:28])[C:25]2[O:26][C:22]3[CH:21]=[CH:20][C:19]([CH2:18][C:17]([NH:16][CH:15]([C:12]4[CH:13]=[CH:14][C:9]([OH:8])=[CH:10][C:11]=4[CH3:44])[C:38]4[CH:43]=[CH:42][CH:41]=[CH:40][CH:39]=4)=[O:37])=[CH:36][C:23]=3[CH:24]=2)=[C:33]([CH3:34])[O:32][N:31]=1. (3) Given the reactants [Br:1][C:2]1[CH:7]=[C:6]([Br:8])[CH:5]=[C:4]([Br:9])[C:3]=1[OH:10].Cl[CH2:12][C:13]([CH3:15])=[O:14].C(=O)([O-])[O-].[K+].[K+].CN(C=O)C, predict the reaction product. The product is: [Br:1][C:2]1[CH:7]=[C:6]([Br:8])[CH:5]=[C:4]([Br:9])[C:3]=1[O:10][CH2:12][C:13](=[O:14])[CH3:15].